Dataset: Full USPTO retrosynthesis dataset with 1.9M reactions from patents (1976-2016). Task: Predict the reactants needed to synthesize the given product. (1) Given the product [CH3:1][O:2][C:3](=[O:20])[CH:4]([C:10]1[CH:11]=[C:12]([C:28]2[CH:27]=[CH:26][CH:25]=[C:24]([N+:21]([O-:23])=[O:22])[CH:29]=2)[C:13]([OH:18])=[C:14]([CH:16]=[O:17])[CH:15]=1)[CH2:5][C:6]([O:8][CH3:9])=[O:7], predict the reactants needed to synthesize it. The reactants are: [CH3:1][O:2][C:3](=[O:20])[CH:4]([C:10]1[CH:15]=[C:14]([CH:16]=[O:17])[C:13]([OH:18])=[C:12](Br)[CH:11]=1)[CH2:5][C:6]([O:8][CH3:9])=[O:7].[N+:21]([C:24]1[CH:25]=[C:26](B(O)O)[CH:27]=[CH:28][CH:29]=1)([O-:23])=[O:22].C(=O)([O-])[O-].[Na+].[Na+].Cl. (2) The reactants are: Br[C:2]1[C:3]([O:17][C:18]2[CH:23]=[CH:22][C:21]([F:24])=[CH:20][C:19]=2[F:25])=[N:4][C:5]([O:8][C:9]2[CH:14]=[CH:13][C:12]([F:15])=[CH:11][C:10]=2[F:16])=[N:6][CH:7]=1.C1[CH2:30][O:29]CC1.C([Mg]Cl)(C)C.C([O:38]CC)C. Given the product [F:16][C:10]1[CH:11]=[C:12]([F:15])[CH:13]=[CH:14][C:9]=1[O:8][C:5]1[N:4]=[C:3]([O:17][C:18]2[CH:23]=[CH:22][C:21]([F:24])=[CH:20][C:19]=2[F:25])[C:2]([C:30]([OH:29])=[O:38])=[CH:7][N:6]=1, predict the reactants needed to synthesize it. (3) Given the product [F:25][C:18]1[CH:19]=[C:20]([F:24])[C:21]([F:23])=[CH:22][C:17]=1[C@H:9]1[CH2:8][C@@H:7]([C:5]2[O:4][NH:3][C:2](=[O:1])[CH:6]=2)[CH2:12][CH2:11][NH:10]1, predict the reactants needed to synthesize it. The reactants are: [O:1]=[C:2]1[CH:6]=[C:5]([C@H:7]2[CH2:12][CH2:11][N:10](C(OC)=O)[C@@H:9]([C:17]3[CH:22]=[C:21]([F:23])[C:20]([F:24])=[CH:19][C:18]=3[F:25])[CH2:8]2)[O:4][NH:3]1.Br. (4) Given the product [Cl:1][C:2]1[CH:10]=[CH:9][C:5]([C:6]([OH:8])=[O:7])=[C:4]([O:11][C:18](=[O:22])[C:19](=[O:20])[CH3:21])[CH:3]=1, predict the reactants needed to synthesize it. The reactants are: [Cl:1][C:2]1[CH:10]=[CH:9][C:5]([C:6]([OH:8])=[O:7])=[C:4]([OH:11])[CH:3]=1.C(=O)([O-])[O-].[K+].[K+].[C:18](Cl)(=[O:22])[C:19]([CH3:21])=[O:20].Cl. (5) Given the product [CH2:1]([O:5][CH2:6][C:7]1[CH:14]=[CH:13][C:10]([CH2:11][OH:17])=[CH:9][CH:8]=1)[CH2:2][CH2:3][CH3:4], predict the reactants needed to synthesize it. The reactants are: [CH2:1]([O:5][CH2:6][C:7]1[CH:14]=[CH:13][C:10]([CH2:11]N)=[CH:9][CH:8]=1)[CH2:2][CH2:3][CH3:4].C(O)(=[O:17])C.N([O-])=O.[Na+].C(=O)([O-])[O-].[K+].[K+]. (6) Given the product [C:8]([O:12][C:13](=[O:37])[CH2:14][N:15]([S:22]([C:25]1[CH:34]=[C:33]2[C:28]([C:29]([Cl:36])=[CH:30][N:31]=[C:32]2[NH:4][C:3]([NH2:5])=[NH:2])=[CH:27][CH:26]=1)(=[O:23])=[O:24])[CH2:16][CH:17]1[CH2:21][CH2:20][CH2:19][CH2:18]1)([CH3:11])([CH3:9])[CH3:10], predict the reactants needed to synthesize it. The reactants are: Cl.[NH2:2][C:3]([NH2:5])=[NH:4].[H-].[Na+].[C:8]([O:12][C:13](=[O:37])[CH2:14][N:15]([S:22]([C:25]1[CH:34]=[C:33]2[C:28]([C:29]([Cl:36])=[CH:30][N:31]=[C:32]2Cl)=[CH:27][CH:26]=1)(=[O:24])=[O:23])[CH2:16][CH:17]1[CH2:21][CH2:20][CH2:19][CH2:18]1)([CH3:11])([CH3:10])[CH3:9]. (7) Given the product [CH3:1][O:2][CH2:3][O:4][C@H:5]1[CH2:18][C@H:17]2[C@@H:8]([C@@H:9]3[C@@H:14]([CH2:15][CH2:16]2)[CH2:13][C@@:12]2([CH3:23])[C:19]([O:22][S:41]([C:44]([F:47])([F:46])[F:45])(=[O:43])=[O:42])=[CH:20][CH2:21][C@@H:11]2[CH2:10]3)[CH2:7][CH2:6]1, predict the reactants needed to synthesize it. The reactants are: [CH3:1][O:2][CH2:3][O:4][C@H:5]1[CH2:18][C@H:17]2[C@@H:8]([C@@H:9]3[C@@H:14]([CH2:15][CH2:16]2)[CH2:13][C@@:12]2([CH3:23])[C:19](=[O:22])[CH2:20][CH2:21][C@@H:11]2[CH2:10]3)[CH2:7][CH2:6]1.C[Si]([N-][Si](C)(C)C)(C)C.[K+].C1C=CC(N([S:41]([C:44]([F:47])([F:46])[F:45])(=[O:43])=[O:42])[S:41]([C:44]([F:47])([F:46])[F:45])(=[O:43])=[O:42])=CC=1.[NH4+].[Cl-]. (8) Given the product [CH2:20]([O:27][C:28]1[N:33]=[C:32]([CH3:34])[C:31]([N:7]2[C:8]3[CH:9]=[CH:10][C:2]([F:1])=[CH:3][C:4]=3[C:5]3[N:13]([CH:14]4[CH2:19][CH2:18][CH2:17][CH2:16][O:15]4)[N:12]=[CH:11][C:6]2=3)=[CH:30][CH:29]=1)[C:21]1[CH:22]=[CH:23][CH:24]=[CH:25][CH:26]=1, predict the reactants needed to synthesize it. The reactants are: [F:1][C:2]1[CH:10]=[CH:9][C:8]2[NH:7][C:6]3[CH:11]=[N:12][N:13]([CH:14]4[CH2:19][CH2:18][CH2:17][CH2:16][O:15]4)[C:5]=3[C:4]=2[CH:3]=1.[CH2:20]([O:27][C:28]1[N:33]=[C:32]([CH3:34])[C:31](Br)=[CH:30][CH:29]=1)[C:21]1[CH:26]=[CH:25][CH:24]=[CH:23][CH:22]=1.C([O-])([O-])=O.[Cs+].[Cs+].